Dataset: Full USPTO retrosynthesis dataset with 1.9M reactions from patents (1976-2016). Task: Predict the reactants needed to synthesize the given product. Given the product [CH3:22][CH:21]([CH3:23])[CH:20]=[C:19]([C:11]1[NH:10][C:14]2=[N:15][CH:16]=[CH:17][CH:18]=[C:13]2[CH:12]=1)[C:24]1[CH:25]=[C:26]([CH3:30])[CH:27]=[CH:28][CH:29]=1, predict the reactants needed to synthesize it. The reactants are: C1(S([N:10]2[C:14]3=[N:15][CH:16]=[CH:17][CH:18]=[C:13]3[CH:12]=[C:11]2[C:19]([C:24]2[CH:25]=[C:26]([CH3:30])[CH:27]=[CH:28][CH:29]=2)=[CH:20][CH:21]([CH3:23])[CH3:22])(=O)=O)C=CC=CC=1.[OH-].[Na+].